Dataset: Full USPTO retrosynthesis dataset with 1.9M reactions from patents (1976-2016). Task: Predict the reactants needed to synthesize the given product. (1) Given the product [ClH:31].[F:1][C:2]1[CH:3]=[CH:4][C:5]([CH2:8][O:9][C:10]2[CH:15]=[N:14][N:13]([C:16]3[CH:21]=[CH:20][C:19]4[C:22]5[CH2:23][NH:24][CH2:25][CH2:26][CH2:27][C:28]=5[O:29][C:18]=4[CH:17]=3)[C:12](=[O:30])[CH:11]=2)=[N:6][CH:7]=1, predict the reactants needed to synthesize it. The reactants are: [F:1][C:2]1[CH:3]=[CH:4][C:5]([CH2:8][O:9][C:10]2[CH:15]=[N:14][N:13]([C:16]3[CH:21]=[CH:20][C:19]4[C:22]5[CH2:23][NH:24][CH2:25][CH2:26][CH2:27][C:28]=5[O:29][C:18]=4[CH:17]=3)[C:12](=[O:30])[CH:11]=2)=[N:6][CH:7]=1.[ClH:31].CCOCC. (2) Given the product [NH2:14][C:15]1[C:16]([NH:25][C:26]2[CH:31]=[CH:30][C:29]([Br:32])=[CH:28][C:27]=2[F:33])=[CH:17][C:18](=[O:24])[N:19]2[C:23]=1[CH2:22][CH2:21][CH2:20]2, predict the reactants needed to synthesize it. The reactants are: C(O)(C(F)(F)F)=O.C(OC(=O)[NH:14][C:15]1[C:16]([NH:25][C:26]2[CH:31]=[CH:30][C:29]([Br:32])=[CH:28][C:27]=2[F:33])=[CH:17][C:18](=[O:24])[N:19]2[C:23]=1[CH2:22][CH2:21][CH2:20]2)(C)(C)C. (3) Given the product [CH2:77]([O:81][C:82]([N:84]1[CH2:88][CH2:87][CH:86]([NH:89][C:10](=[O:12])[C@@H:9]([NH:13][C:14]([C:16]2[CH:20]=[C:19]([O:21][CH2:22][C:23]([N:25]3[CH2:29][CH2:28][CH2:27][C@H:26]3[C:30](=[O:36])[NH:31][CH:32]3[CH2:33][CH2:34][CH2:35]3)=[O:24])[N:18]([C:37]3[CH:42]=[CH:41][CH:40]=[CH:39][CH:38]=3)[N:17]=2)=[O:15])[CH2:8][CH2:7][C:6]([OH:5])=[O:43])[CH2:85]1)=[O:83])[CH2:78][CH2:79][CH3:80], predict the reactants needed to synthesize it. The reactants are: C([O:5][C:6](=[O:43])[CH2:7][CH2:8][C@H:9]([NH:13][C:14]([C:16]1[CH:20]=[C:19]([O:21][CH2:22][C:23]([N:25]2[CH2:29][CH2:28][CH2:27][C@H:26]2[C:30](=[O:36])[NH:31][CH:32]2[CH2:35][CH2:34][CH2:33]2)=[O:24])[N:18]([C:37]2[CH:42]=[CH:41][CH:40]=[CH:39][CH:38]=2)[N:17]=1)=[O:15])[C:10]([OH:12])=O)(C)(C)C.CCN(C(C)C)C(C)C.CN(C(ON1N=NC2C=CC=NC1=2)=[N+](C)C)C.F[P-](F)(F)(F)(F)F.[CH2:77]([O:81][C:82]([N:84]1[CH2:88][CH2:87][CH:86]([NH2:89])[CH2:85]1)=[O:83])[CH2:78][CH2:79][CH3:80]. (4) Given the product [OH:36][CH:33]([C:28]1[CH:27]=[CH:26][CH:31]=[C:30]([OH:32])[CH:29]=1)[CH2:34][NH:35][CH:22]1[CH2:21][CH2:20][N:19]([C:16]2[CH:15]=[CH:14][C:13]([NH:12][S:9]([C:6]3[CH:7]=[CH:8][C:3]([O:2][CH3:1])=[CH:4][CH:5]=3)(=[O:10])=[O:11])=[CH:18][CH:17]=2)[CH2:24][CH2:23]1, predict the reactants needed to synthesize it. The reactants are: [CH3:1][O:2][C:3]1[CH:8]=[CH:7][C:6]([S:9]([NH:12][C:13]2[CH:18]=[CH:17][C:16]([N:19]3[CH2:24][CH2:23][C:22](=O)[CH2:21][CH2:20]3)=[CH:15][CH:14]=2)(=[O:11])=[O:10])=[CH:5][CH:4]=1.[CH:26]1[CH:31]=[C:30]([OH:32])[CH:29]=[C:28]([CH:33]([OH:36])[CH2:34][NH2:35])[CH:27]=1.